Dataset: Catalyst prediction with 721,799 reactions and 888 catalyst types from USPTO. Task: Predict which catalyst facilitates the given reaction. (1) Reactant: [OH:1][CH2:2][CH2:3][N:4]([CH2:35][CH2:36][OH:37])[C:5]1[CH:10]=[CH:9][C:8]([NH:11][C:12]2[C:17](=[O:18])[C:16]([CH3:19])=[C:15]([OH:20])/[C:14](=[N:21]\[C:22]3[CH:27]=[CH:26][C:25]([N:28]([CH2:32][CH2:33][OH:34])[CH2:29][CH2:30][OH:31])=[CH:24][CH:23]=3)/[CH:13]=2)=[CH:7][CH:6]=1.S(S([O-])=O)([O-])=O.[Na+].[Na+]. Product: [OH:1][CH2:2][CH2:3][N:4]([CH2:35][CH2:36][OH:37])[C:5]1[CH:10]=[CH:9][C:8]([NH:11][C:12]2[CH:13]=[C:14]([NH:21][C:22]3[CH:27]=[CH:26][C:25]([N:28]([CH2:29][CH2:30][OH:31])[CH2:32][CH2:33][OH:34])=[CH:24][CH:23]=3)[C:15]([OH:20])=[C:16]([CH3:19])[C:17]=2[OH:18])=[CH:7][CH:6]=1. The catalyst class is: 273. (2) Reactant: [CH3:1][C:2]1[N:6](C(OC(C)(C)C)=O)[N:5]=[C:4]([NH:14][C:15]([C:17]2[CH:18]=[N:19][CH:20]=[CH:21][CH:22]=2)=[O:16])[CH:3]=1.FC(F)(F)C(O)=O. Product: [CH3:1][C:2]1[NH:6][N:5]=[C:4]([NH:14][C:15](=[O:16])[C:17]2[CH:22]=[CH:21][CH:20]=[N:19][CH:18]=2)[CH:3]=1. The catalyst class is: 4. (3) Reactant: [F:1][C:2]1[CH:3]=[C:4]([CH:17]=[CH:18][CH:19]=1)[CH2:5][O:6][C:7]1[CH:8]=[C:9]2[C:13](=[CH:14][CH:15]=1)[C:12](=[O:16])[NH:11][CH2:10]2.[H-].[Na+].Br[CH2:23][C:24]([NH2:26])=[O:25]. Product: [F:1][C:2]1[CH:3]=[C:4]([CH:17]=[CH:18][CH:19]=1)[CH2:5][O:6][C:7]1[CH:8]=[C:9]2[C:13](=[CH:14][CH:15]=1)[C:12](=[O:16])[N:11]([CH2:23][C:24]([NH2:26])=[O:25])[CH2:10]2. The catalyst class is: 1. (4) Reactant: Br[C:2]1[N:7]=[C:6]([CH2:8][OH:9])[CH:5]=[CH:4][CH:3]=1.CC1(C)C(C)(C)OB([C:18]2[CH:19]=[C:20]([CH:28]=[CH:29][CH:30]=2)[O:21][CH2:22][C:23]([O:25][CH2:26][CH3:27])=[O:24])O1.C([O-])([O-])=O.[Na+].[Na+]. Product: [OH:9][CH2:8][C:6]1[N:7]=[C:2]([C:18]2[CH:19]=[C:20]([CH:28]=[CH:29][CH:30]=2)[O:21][CH2:22][C:23]([O:25][CH2:26][CH3:27])=[O:24])[CH:3]=[CH:4][CH:5]=1. The catalyst class is: 57. (5) The catalyst class is: 9. Reactant: [I:1][C:2]1[CH:3]=[CH:4][C:5]([N:8]2[CH:12]=[CH:11][C:10]([CH:13]([C:15]3[CH:24]=[CH:23][C:18]4[NH:19][C:20](=[O:22])[S:21][C:17]=4[CH:16]=3)[CH3:14])=[N:9]2)=[N:6][CH:7]=1.[H-].[Na+].Cl[CH2:28][O:29][CH2:30][CH2:31][Si:32]([CH3:35])([CH3:34])[CH3:33]. Product: [I:1][C:2]1[CH:3]=[CH:4][C:5]([N:8]2[CH:12]=[CH:11][C:10]([CH:13]([C:15]3[CH:24]=[CH:23][C:18]4[N:19]([CH2:28][O:29][CH2:30][CH2:31][Si:32]([CH3:35])([CH3:34])[CH3:33])[C:20](=[O:22])[S:21][C:17]=4[CH:16]=3)[CH3:14])=[N:9]2)=[N:6][CH:7]=1. (6) Reactant: I[C:2]1[CH:10]=[CH:9][CH:8]=[CH:7][C:3]=1[C:4]([OH:6])=[O:5].[C:11]1([SH:17])[CH:16]=[CH:15][CH:14]=[CH:13][CH:12]=1.C([O-])([O-])=O.[K+].[K+].O. Product: [C:11]1([S:17][C:2]2[CH:10]=[CH:9][CH:8]=[CH:7][C:3]=2[C:4]([OH:6])=[O:5])[CH:16]=[CH:15][CH:14]=[CH:13][CH:12]=1. The catalyst class is: 3. (7) Reactant: C(Cl)CCl.[C:5](=[N:8][OH:9])([NH2:7])[CH3:6].[C:10]([O:14][C:15]([N:17]([C@@H:22]1[CH2:24][C@H:23]1[C:25]1[CH:30]=[CH:29][CH:28]=[CH:27][CH:26]=1)[CH2:18][C:19](O)=O)=[O:16])([CH3:13])([CH3:12])[CH3:11]. Product: [C:10]([O:14][C:15](=[O:16])[N:17]([CH2:18][C:19]1[O:9][N:8]=[C:5]([CH3:6])[N:7]=1)[C@H:22]1[CH2:24][C@H:23]1[C:25]1[CH:26]=[CH:27][CH:28]=[CH:29][CH:30]=1)([CH3:13])([CH3:12])[CH3:11]. The catalyst class is: 270.